From a dataset of Forward reaction prediction with 1.9M reactions from USPTO patents (1976-2016). Predict the product of the given reaction. Given the reactants F[C:2]1[CH:7]=[CH:6][C:5]([N+:8]([O-:10])=[O:9])=[CH:4][CH:3]=1.[CH:11]([N:14]1[CH2:19][CH2:18][NH:17][CH2:16][CH2:15]1)([CH3:13])[CH3:12].C([O-])([O-])=O.[K+].[K+], predict the reaction product. The product is: [NH3:8].[CH:11]([N:14]1[CH2:19][CH2:18][N:17]([C:2]2[CH:7]=[CH:6][C:5]([N+:8]([O-:10])=[O:9])=[CH:4][CH:3]=2)[CH2:16][CH2:15]1)([CH3:13])[CH3:12].